From a dataset of Catalyst prediction with 721,799 reactions and 888 catalyst types from USPTO. Predict which catalyst facilitates the given reaction. (1) Reactant: [C:1]([OH:6])(=[O:5])[C:2]([OH:4])=[O:3].[CH2:7]([O:14][NH:15][CH:16]1[CH2:21][NH:20][C@H:19]([C:22]#[N:23])[CH2:18][CH2:17]1)[C:8]1[CH:13]=[CH:12][CH:11]=[CH:10][CH:9]=1. Product: [C:1]([OH:6])(=[O:5])[C:2]([OH:4])=[O:3].[CH2:7]([O:14][NH:15][C@H:16]1[CH2:21][NH:20][C@H:19]([C:22]#[N:23])[CH2:18][CH2:17]1)[C:8]1[CH:13]=[CH:12][CH:11]=[CH:10][CH:9]=1. The catalyst class is: 5. (2) Reactant: [CH:1]1([NH2:8])[CH2:7][CH2:6][CH2:5][CH2:4][CH2:3][CH2:2]1.Cl[C:10](OC1C=CC([N+]([O-])=O)=CC=1)=[O:11].C(N(C(C)C)CC)(C)C.[Cl:31][C:32]1[CH:41]=[C:40]2[C:35]([C:36]([N:42]3[CH2:47][CH2:46][NH:45][CH2:44][CH2:43]3)=[CH:37][CH:38]=[N:39]2)=[CH:34][CH:33]=1. Product: [Cl:31][C:32]1[CH:41]=[C:40]2[C:35]([C:36]([N:42]3[CH2:47][CH2:46][N:45]([C:10]([NH:8][CH:1]4[CH2:7][CH2:6][CH2:5][CH2:4][CH2:3][CH2:2]4)=[O:11])[CH2:44][CH2:43]3)=[CH:37][CH:38]=[N:39]2)=[CH:34][CH:33]=1. The catalyst class is: 61. (3) Reactant: C1(S([C:10]2(SC)[CH2:15][C@@H:14]3[C@@:12]([C:16]4[CH:21]=[CH:20][C:19]([Cl:22])=[C:18]([Cl:23])[CH:17]=4)([CH2:13]3)[CH2:11]2)(=O)=O)C=CC=CC=1.C[OH:27].Cl. Product: [Cl:23][C:18]1[CH:17]=[C:16]([C@@:12]23[CH2:13][C@@H:14]2[CH2:15][C:10](=[O:27])[CH2:11]3)[CH:21]=[CH:20][C:19]=1[Cl:22]. The catalyst class is: 175. (4) Reactant: C(NC(C)C)(C)C.[Li]CCCC.[Br:13][C:14]1[CH:19]=[CH:18][CH:17]=[C:16]([F:20])[CH:15]=1.[I:21]I. Product: [Br:13][C:14]1[CH:19]=[CH:18][CH:17]=[C:16]([F:20])[C:15]=1[I:21]. The catalyst class is: 134. (5) Reactant: Cl[C:2]1[CH:10]=[C:9]([NH:11][CH2:12][C:13]2[CH:18]=[CH:17][CH:16]=[C:15]([C:19]3[CH:24]=[CH:23][CH:22]=[CH:21][N:20]=3)[CH:14]=2)[C:5]([C:6]([NH2:8])=[O:7])=[CH:4][N:3]=1.[NH2:25][C:26]1[CH:36]=[CH:35][C:29]([C:30]([N:32]([CH3:34])[CH3:33])=[O:31])=[CH:28][CH:27]=1.C1C=CC(P(C2C(C3C(P(C4C=CC=CC=4)C4C=CC=CC=4)=CC=C4C=3C=CC=C4)=C3C(C=CC=C3)=CC=2)C2C=CC=CC=2)=CC=1.C([O-])([O-])=O.[Cs+].[Cs+]. The catalyst class is: 231. Product: [CH3:33][N:32]([CH3:34])[C:30]([C:29]1[CH:35]=[CH:36][C:26]([NH:25][C:2]2[CH:10]=[C:9]([NH:11][CH2:12][C:13]3[CH:18]=[CH:17][CH:16]=[C:15]([C:19]4[CH:24]=[CH:23][CH:22]=[CH:21][N:20]=4)[CH:14]=3)[C:5]([C:6]([NH2:8])=[O:7])=[CH:4][N:3]=2)=[CH:27][CH:28]=1)=[O:31].